Dataset: Forward reaction prediction with 1.9M reactions from USPTO patents (1976-2016). Task: Predict the product of the given reaction. (1) Given the reactants [Cl:1][CH2:2][C:3](O)=O.[CH3:6][NH:7][C:8]1[CH:13]=[CH:12][CH:11]=[CH:10][C:9]=1[NH2:14].N, predict the reaction product. The product is: [Cl:1][CH2:2][C:3]1[N:7]([CH3:6])[C:8]2[CH:13]=[CH:12][CH:11]=[CH:10][C:9]=2[N:14]=1. (2) Given the reactants FC(F)(F)S([O-])(=O)=O.[CH2:9]([C@@:12]1([CH3:37])[CH2:17][C@H:16]([C:18]2[CH:23]=[CH:22][CH:21]=[C:20]([Cl:24])[CH:19]=2)[C@@H:15]([C:25]2[CH:30]=[CH:29][C:28]([Cl:31])=[CH:27][CH:26]=2)[N+:14]2[C@@H:32]([CH2:35][CH3:36])[CH2:33][O:34][C:13]1=2)[CH:10]=[CH2:11].[Na+].[CH:39]1([S:42]([O-:44])=[O:43])[CH2:41][CH2:40]1, predict the reaction product. The product is: [CH2:9]([C@@:12]1([CH3:37])[CH2:17][C@H:16]([C:18]2[CH:23]=[CH:22][CH:21]=[C:20]([Cl:24])[CH:19]=2)[C@@H:15]([C:25]2[CH:26]=[CH:27][C:28]([Cl:31])=[CH:29][CH:30]=2)[N:14]([C@@H:32]([CH2:35][CH3:36])[CH2:33][S:42]([CH:39]2[CH2:41][CH2:40]2)(=[O:44])=[O:43])[C:13]1=[O:34])[CH:10]=[CH2:11]. (3) Given the reactants [CH3:1][S:2]([O:5][CH2:6][C:7]1[CH:8]=NC=N[CH:12]=1)(=[O:4])=[O:3].[CH:13]1([C:17]2[CH:22]=CC(CO)=C[CH:18]=2)[CH2:16][CH2:15][CH2:14]1, predict the reaction product. The product is: [CH3:1][S:2]([O:5][CH2:6][C:7]1[CH:8]=[CH:22][C:17]([CH:13]2[CH2:16][CH2:15][CH2:14]2)=[CH:18][CH:12]=1)(=[O:4])=[O:3]. (4) Given the reactants C(O[C:4]([C:6]1[C:7]([CH:18]2[CH2:20][CH2:19]2)=[N:8][C:9]2[C:14]([C:15]=1[CH3:16])=[CH:13][CH:12]=[C:11]([Br:17])[CH:10]=2)=[O:5])C.C[Al](C)C.[F:25][C:26]1[CH:33]=[CH:32][C:29]([CH2:30][NH2:31])=[CH:28][CH:27]=1.CCOC(C)=O.C1CCCCC1, predict the reaction product. The product is: [Br:17][C:11]1[CH:10]=[C:9]2[C:14]([C:15]([CH3:16])=[C:6]([C:4]([NH:31][CH2:30][C:29]3[CH:32]=[CH:33][C:26]([F:25])=[CH:27][CH:28]=3)=[O:5])[C:7]([CH:18]3[CH2:19][CH2:20]3)=[N:8]2)=[CH:13][CH:12]=1. (5) The product is: [Cl:1][C:2]1[CH:7]=[C:6]([F:8])[CH:5]=[CH:4][C:3]=1[CH2:9][NH:10][C:11](=[O:19])[CH2:12][C:13]1[N:17]([CH3:18])[N:16]=[CH:15][C:14]=1[Cl:20]. Given the reactants [Cl:1][C:2]1[CH:7]=[C:6]([F:8])[CH:5]=[CH:4][C:3]=1[CH2:9][NH:10][C:11](=[O:19])[CH2:12][C:13]1[N:17]([CH3:18])[N:16]=[CH:15][CH:14]=1.[Cl:20]N1C(=O)CCC1=O, predict the reaction product. (6) Given the reactants [CH3:1][C:2]1([CH3:24])[CH2:11][CH2:10][C:9]2[C:4](=[CH:5][CH:6]=[C:7]([S:12]([NH:15][CH2:16][C:17]([O:19][C:20]([CH3:23])([CH3:22])[CH3:21])=[O:18])(=[O:14])=[O:13])[CH:8]=2)[O:3]1.CCN(P1(N(C)CCCN1C)=NC(C)(C)C)CC.[Br:43][C:44]1[CH:49]=[CH:48][CH:47]=[C:46]([CH2:50]Br)[CH:45]=1, predict the reaction product. The product is: [Br:43][C:44]1[CH:45]=[C:46]([CH:47]=[CH:48][CH:49]=1)[CH2:50][N:15]([CH2:16][C:17]([O:19][C:20]([CH3:23])([CH3:22])[CH3:21])=[O:18])[S:12]([C:7]1[CH:8]=[C:9]2[C:4](=[CH:5][CH:6]=1)[O:3][C:2]([CH3:24])([CH3:1])[CH2:11][CH2:10]2)(=[O:14])=[O:13]. (7) Given the reactants [CH2:1]([O:3][C:4]([N:6]1[CH2:11][CH2:10][N:9]([C:12](=[O:49])[C@@H:13]([NH:19][C:20]([C:22]2[CH:26]=[C:25]([O:27][CH2:28][C:29]([N:31]3[CH2:35][CH2:34][CH2:33][C@H:32]3[C:36](=[O:42])[NH:37][CH:38]3[CH2:41][CH2:40][CH2:39]3)=[O:30])[N:24]([C:43]3[CH:48]=[CH:47][CH:46]=[CH:45][CH:44]=3)[N:23]=2)=[O:21])[CH2:14][CH2:15][C:16]([OH:18])=[O:17])[CH2:8][CH2:7]1)=[O:5])[CH3:2].ClC[CH2:52][C:53]([CH3:58])([CH3:57])[C:54]([O-:56])=[O:55].[C:59](=O)([O-])[O-].[Cs+].[Cs+].C(N(CC)CC)C, predict the reaction product. The product is: [CH2:1]([O:3][C:4]([N:6]1[CH2:11][CH2:10][N:9]([C:12](=[O:49])[C@@H:13]([NH:19][C:20]([C:22]2[CH:26]=[C:25]([O:27][CH2:28][C:29]([N:31]3[CH2:35][CH2:34][CH2:33][C@H:32]3[C:36](=[O:42])[NH:37][CH:38]3[CH2:39][CH2:40][CH2:41]3)=[O:30])[N:24]([C:43]3[CH:44]=[CH:45][CH:46]=[CH:47][CH:48]=3)[N:23]=2)=[O:21])[CH2:14][CH2:15][C:16]([O:18][CH2:59][O:56][C:54](=[O:55])[C:53]([CH3:58])([CH3:57])[CH3:52])=[O:17])[CH2:8][CH2:7]1)=[O:5])[CH3:2]. (8) The product is: [CH3:1][C@@H:2]1[CH2:6][CH2:5][CH2:4][N:3]1[CH2:7][CH2:8][CH2:9][O:10][C:11]1[CH:16]=[CH:15][C:14]([C:17]2[S:18][C:19]3[CH2:20][N:21]([C:26](=[O:32])[CH2:27][C:28]([NH2:33])=[O:30])[CH2:22][CH2:23][C:24]=3[N:25]=2)=[CH:13][CH:12]=1. Given the reactants [CH3:1][C@@H:2]1[CH2:6][CH2:5][CH2:4][N:3]1[CH2:7][CH2:8][CH2:9][O:10][C:11]1[CH:16]=[CH:15][C:14]([C:17]2[S:18][C:19]3[CH2:20][N:21]([C:26](=[O:32])[CH2:27][C:28]([O:30]C)=O)[CH2:22][CH2:23][C:24]=3[N:25]=2)=[CH:13][CH:12]=1.[NH3:33], predict the reaction product.